From a dataset of Forward reaction prediction with 1.9M reactions from USPTO patents (1976-2016). Predict the product of the given reaction. Given the reactants CO.[OH-].[Na+].C[O:6][C:7](=[O:21])[C:8]1[CH:13]=[CH:12][C:11]([C:14]#[C:15][C:16]#[C:17][CH:18]2[CH2:20][CH2:19]2)=[CH:10][CH:9]=1.Cl, predict the reaction product. The product is: [CH:18]1([C:17]#[C:16][C:15]#[C:14][C:11]2[CH:10]=[CH:9][C:8]([C:7]([OH:21])=[O:6])=[CH:13][CH:12]=2)[CH2:20][CH2:19]1.